This data is from Forward reaction prediction with 1.9M reactions from USPTO patents (1976-2016). The task is: Predict the product of the given reaction. (1) The product is: [O:28]=[C:46]1[C@@H:45]2[C@@H:22]([C@H:23]3[CH2:18][C@@H:19]2[CH:20]=[CH:21]3)[C:24](=[O:26])[N:47]1[C:35]1[CH:36]=[CH:37][C:32]([NH:31][C:11]([C:9]2[CH:8]=[CH:7][CH:6]=[C:5]3[C:10]=2[N:1]=[CH:2][CH:3]=[CH:4]3)=[O:12])=[CH:33][CH:34]=1. Given the reactants [N:1]1[C:10]2[C:5](=[CH:6][CH:7]=[CH:8][C:9]=2[C:11](Cl)=[O:12])[CH:4]=[CH:3][CH:2]=1.N1[C:23]2[C:18](=[CH:19][CH:20]=[CH:21][C:22]=2[C:24]([OH:26])=O)C=CC=1.S(Cl)(Cl)=[O:28].[NH2:31][C:32]1[CH:37]=[CH:36][CH:35]=[CH:34][CH:33]=1.C(N(CC)CC)C.[CH3:45][C:46]#[N:47], predict the reaction product. (2) The product is: [NH:12]1[C:8]([C:6]2[N:7]=[C:2]([NH:36][C:35]3[CH:34]=[CH:33][C:32]([N:29]4[CH2:28][CH2:27][N:26]([CH3:25])[CH2:31][CH2:30]4)=[CH:38][CH:37]=3)[C:3]3[NH:15][N:14]=[CH:13][C:4]=3[N:5]=2)=[CH:9][N:10]=[CH:11]1. Given the reactants Cl[C:2]1[C:3]2[C:4](=[CH:13][N:14](CC3C=CC(OC)=CC=3)[N:15]=2)[N:5]=[C:6]([C:8]2[NH:12][CH:11]=[N:10][CH:9]=2)[N:7]=1.[CH3:25][N:26]1[CH2:31][CH2:30][N:29]([C:32]2[CH:38]=[CH:37][C:35]([NH2:36])=[CH:34][CH:33]=2)[CH2:28][CH2:27]1.Cl, predict the reaction product. (3) Given the reactants [C:1]([O:5][C:6]([N:8]1[CH2:11][CH:10]([O:12][C:13]2[CH:18]=[C:17]([Cl:19])[CH:16]=[CH:15][C:14]=2[OH:20])[CH2:9]1)=[O:7])([CH3:4])([CH3:3])[CH3:2].[O:21]1[CH2:25][CH2:24][CH:23]([CH2:26]O)[CH2:22]1.C(C=P(CCCC)(CCCC)CCCC)#N, predict the reaction product. The product is: [C:1]([O:5][C:6]([N:8]1[CH2:9][CH:10]([O:12][C:13]2[CH:18]=[C:17]([Cl:19])[CH:16]=[CH:15][C:14]=2[O:20][CH2:26][CH:23]2[CH2:24][CH2:25][O:21][CH2:22]2)[CH2:11]1)=[O:7])([CH3:4])([CH3:2])[CH3:3]. (4) Given the reactants C([O:3][C:4]([C:6]1[N:7]([C:16]2[CH:21]=[CH:20][C:19]([O:22][CH:23]([CH3:25])[CH3:24])=[CH:18][CH:17]=2)[C:8]2[C:13]([CH:14]=1)=[CH:12][CH:11]=[C:10]([OH:15])[CH:9]=2)=[O:5])C.[F:26][C:27]([F:39])([F:38])[O:28][C:29]1[CH:30]=[C:31](B(O)O)[CH:32]=[CH:33][CH:34]=1.C(OC1C=CC(N2C3C(=CC=C(OC4C=CC(OC(F)(F)F)=CC=4)C=3)C=C2C(O)=O)=CC=1)(C)C, predict the reaction product. The product is: [CH:23]([O:22][C:19]1[CH:20]=[CH:21][C:16]([N:7]2[C:8]3[C:13](=[CH:12][CH:11]=[C:10]([O:15][C:31]4[CH:32]=[CH:33][CH:34]=[C:29]([O:28][C:27]([F:26])([F:38])[F:39])[CH:30]=4)[CH:9]=3)[CH:14]=[C:6]2[C:4]([OH:3])=[O:5])=[CH:17][CH:18]=1)([CH3:24])[CH3:25]. (5) Given the reactants [C:1]([N:5]1[C:9]([NH2:10])=[CH:8][C:7]([C:11]([CH3:14])([CH3:13])[CH3:12])=[N:6]1)([CH3:4])([CH3:3])[CH3:2].[C:15]1([CH3:23])[CH:20]=[CH:19][C:18]([CH:21]=O)=[CH:17][CH:16]=1.[CH3:24][CH2:25][C:26]([CH2:28]C=O)=[O:27], predict the reaction product. The product is: [C:1]([N:5]1[C:9]2[NH:10][CH:24]=[C:25]([C:26](=[O:27])[CH3:28])[CH:21]([C:18]3[CH:19]=[CH:20][C:15]([CH3:23])=[CH:16][CH:17]=3)[C:8]=2[C:7]([C:11]([CH3:14])([CH3:13])[CH3:12])=[N:6]1)([CH3:4])([CH3:3])[CH3:2]. (6) The product is: [Br:1][C:2]1[C:9]2[O:10][CH2:19][CH2:20][O:11][C:8]=2[CH:7]=[C:4]([CH:5]=[O:6])[CH:3]=1. Given the reactants [Br:1][C:2]1[CH:3]=[C:4]([CH:7]=[C:8]([OH:11])[C:9]=1[OH:10])[CH:5]=[O:6].C(=O)([O-])[O-].[Cs+].[Cs+].Br[CH2:19][CH2:20]Br, predict the reaction product. (7) Given the reactants [N+:1]([C:4]1[CH:5]=[C:6]2[C:27](=[CH:28][CH:29]=1)[CH2:26][C:8]1([C:16]3[C:11](=[N:12][CH:13]=[CH:14][CH:15]=3)[N:10]([CH2:17][O:18][CH2:19][CH2:20][Si:21]([CH3:24])([CH3:23])[CH3:22])[C:9]1=[O:25])[CH2:7]2)([O-])=O, predict the reaction product. The product is: [NH2:1][C:4]1[CH:5]=[C:6]2[C:27](=[CH:28][CH:29]=1)[CH2:26][C:8]1([C:16]3[C:11](=[N:12][CH:13]=[CH:14][CH:15]=3)[N:10]([CH2:17][O:18][CH2:19][CH2:20][Si:21]([CH3:22])([CH3:23])[CH3:24])[C:9]1=[O:25])[CH2:7]2. (8) Given the reactants [CH:1]([N:14]1[CH2:19][CH2:18][N:17]([CH2:20][CH:21]2[O:25][C:24](=[O:26])[N:23]([CH2:27][C:28]3[CH:33]=[CH:32][C:31](F)=[CH:30][CH:29]=3)[CH2:22]2)[CH2:16][CH2:15]1)([C:8]1[CH:13]=[CH:12][CH:11]=[CH:10][CH:9]=1)[C:2]1[CH:7]=[CH:6][CH:5]=[CH:4][CH:3]=1.[CH3:35]C1C=CC(S(OC)(=O)=O)=CC=1.CC1C=CC(S(OCC2OC(=O)N(CC3C=CC(F)=CC=3)C2)(=O)=O)=CC=1, predict the reaction product. The product is: [CH:1]([N:14]1[CH2:19][CH2:18][N:17]([CH2:20][CH:21]2[O:25][C:24](=[O:26])[N:23]([CH2:27][C:28]3[CH:33]=[CH:32][C:31]([CH3:35])=[CH:30][CH:29]=3)[CH2:22]2)[CH2:16][CH2:15]1)([C:8]1[CH:13]=[CH:12][CH:11]=[CH:10][CH:9]=1)[C:2]1[CH:7]=[CH:6][CH:5]=[CH:4][CH:3]=1.